This data is from Reaction yield outcomes from USPTO patents with 853,638 reactions. The task is: Predict the reaction yield, written as a fraction of the theoretical maximum amount of product (1.0 means a 100% yield; for example, 0.34 means a 34% yield). The reactants are [F:1][C:2]1[CH:10]=[C:9]2[C:5]([C:6]([C:11]3[CH:12]=[CH:13][C:14]4[S:18](=[O:20])(=[O:19])[N:17]([CH2:21][CH2:22][NH:23][NH2:24])[CH:16]([CH3:25])[C:15]=4[CH:26]=3)=[CH:7][NH:8]2)=[CH:4][CH:3]=1.[C:27](OCC)(=[O:32])[CH2:28][C:29]([CH3:31])=O. The catalyst is CCO. The product is [F:1][C:2]1[CH:10]=[C:9]2[C:5]([C:6]([C:11]3[CH:12]=[CH:13][C:14]4[S:18](=[O:20])(=[O:19])[N:17]([CH2:21][CH2:22][N:23]5[C:27]([OH:32])=[CH:28][C:29]([CH3:31])=[N:24]5)[CH:16]([CH3:25])[C:15]=4[CH:26]=3)=[CH:7][NH:8]2)=[CH:4][CH:3]=1. The yield is 0.390.